This data is from Reaction yield outcomes from USPTO patents with 853,638 reactions. The task is: Predict the reaction yield, written as a fraction of the theoretical maximum amount of product (1.0 means a 100% yield; for example, 0.34 means a 34% yield). (1) The reactants are [Br:1][C:2]1[CH:7]=[C:6]([CH2:8][NH:9][C:10]2[CH:18]=[CH:17][CH:16]=[CH:15][C:11]=2[C:12]([OH:14])=O)[CH:5]=[CH:4][N:3]=1.[CH3:19][N:20]1[CH:28]=[C:27]2[C:22]([CH:23]=[C:24]([NH2:29])[CH:25]=[CH:26]2)=[N:21]1.CN1CCOCC1.F[P-](F)(F)(F)(F)F.N1(OC(N(C)C)=[N+](C)C)C2N=CC=CC=2N=N1. The catalyst is CN(C)C=O.C(=O)(O)[O-].[Na+]. The product is [Br:1][C:2]1[CH:7]=[C:6]([CH2:8][NH:9][C:10]2[CH:18]=[CH:17][CH:16]=[CH:15][C:11]=2[C:12]([NH:29][C:24]2[CH:25]=[CH:26][C:27]3[C:22]([CH:23]=2)=[N:21][N:20]([CH3:19])[CH:28]=3)=[O:14])[CH:5]=[CH:4][N:3]=1. The yield is 0.960. (2) The reactants are COC1C=CC(C[N:8]2[CH2:13][CH2:12][C:11]3[C:14]([CH3:27])=[N:15][N:16]([C:17]4[CH:22]=[CH:21][C:20]([S:23]([NH2:26])(=[O:25])=[O:24])=[CH:19][CH:18]=4)[C:10]=3[C:9]2=[O:28])=CC=1. The catalyst is FC(F)(F)C(O)=O.CS(O)(=O)=O.O. The product is [CH3:27][C:14]1[C:11]2[CH2:12][CH2:13][NH:8][C:9](=[O:28])[C:10]=2[N:16]([C:17]2[CH:18]=[CH:19][C:20]([S:23]([NH2:26])(=[O:25])=[O:24])=[CH:21][CH:22]=2)[N:15]=1. The yield is 0.620. (3) The reactants are [CH2:1]([O:3][C:4]([N:6]([CH2:16][CH3:17])[C:7]1[S:11][CH:10]=[C:9]([C:12]([OH:14])=O)[C:8]=1[CH3:15])=[O:5])[CH3:2].[NH2:18][CH2:19][C:20]1[C:21](=[O:28])[NH:22][C:23]([CH3:27])=[CH:24][C:25]=1[CH3:26].C(Cl)CCl.C1C=NC2N(O)N=NC=2C=1.CN1CCOCC1. The catalyst is CN(C=O)C.O. The product is [CH3:26][C:25]1[CH:24]=[C:23]([CH3:27])[NH:22][C:21](=[O:28])[C:20]=1[CH2:19][NH:18][C:12]([C:9]1[C:8]([CH3:15])=[C:7]([N:6]([CH2:16][CH3:17])[C:4](=[O:5])[O:3][CH2:1][CH3:2])[S:11][CH:10]=1)=[O:14]. The yield is 0.437. (4) The reactants are [Br:1][C:2]1[CH:7]=[C:6]([S:8]([CH3:11])(=[O:10])=[O:9])[CH:5]=[CH:4][C:3]=1F.[NH2:13][C@H:14]1[CH2:19][CH2:18][C@H:17]([NH:20][C:21](=[O:27])[O:22][C:23]([CH3:26])([CH3:25])[CH3:24])[CH2:16][CH2:15]1.C(N(CC)C(C)C)(C)C. The catalyst is CS(C)=O. The product is [Br:1][C:2]1[CH:7]=[C:6]([S:8]([CH3:11])(=[O:10])=[O:9])[CH:5]=[CH:4][C:3]=1[NH:13][C@H:14]1[CH2:19][CH2:18][C@H:17]([NH:20][C:21](=[O:27])[O:22][C:23]([CH3:25])([CH3:24])[CH3:26])[CH2:16][CH2:15]1. The yield is 0.550.